This data is from Catalyst prediction with 721,799 reactions and 888 catalyst types from USPTO. The task is: Predict which catalyst facilitates the given reaction. (1) Reactant: Cl[CH2:2][CH2:3][CH2:4][CH2:5][O:6][CH3:7].[N-:8]=[N+:9]=[N-:10].[Na+].[I-].[Na+]. Product: [CH3:7][O:6][CH2:5][CH2:4][CH2:3][CH2:2][N:8]=[N+:9]=[N-:10]. The catalyst class is: 16. (2) Product: [Cl:1][CH2:2][CH2:3][CH2:4][N:5]1[CH2:11][CH2:10][C:9](=[N:20][OH:21])[C:8]2[N:13]([CH3:16])[CH:14]=[CH:15][C:7]=2[S:6]1(=[O:18])=[O:17]. The catalyst class is: 5. Reactant: [Cl:1][CH2:2][CH2:3][CH2:4][N:5]1[CH2:11][CH2:10][C:9](=O)[C:8]2[N:13]([CH3:16])[CH:14]=[CH:15][C:7]=2[S:6]1(=[O:18])=[O:17].Cl.[NH2:20][OH:21].C([O-])(=O)C.[Na+].